Dataset: Forward reaction prediction with 1.9M reactions from USPTO patents (1976-2016). Task: Predict the product of the given reaction. The product is: [NH2:30][C:23](=[O:24])[CH2:22][C:19]1[CH:20]=[CH:21][C:16]([C:13]2[CH:14]=[CH:15][C:10]([C:8]3[N:9]=[C:4]([C:1]([NH2:2])=[O:3])[C:5]([CH3:29])=[N:6][C:7]=3[CH3:28])=[CH:11][CH:12]=2)=[C:17]([Cl:27])[CH:18]=1. Given the reactants [C:1]([C:4]1[N:9]=[C:8]([C:10]2[CH:15]=[CH:14][C:13]([C:16]3[CH:21]=[CH:20][C:19]([CH2:22][C:23](OC)=[O:24])=[CH:18][C:17]=3[Cl:27])=[CH:12][CH:11]=2)[C:7]([CH3:28])=[N:6][C:5]=1[CH3:29])(=[O:3])[NH2:2].[NH3:30], predict the reaction product.